This data is from Aqueous solubility values for 9,982 compounds from the AqSolDB database. The task is: Regression/Classification. Given a drug SMILES string, predict its absorption, distribution, metabolism, or excretion properties. Task type varies by dataset: regression for continuous measurements (e.g., permeability, clearance, half-life) or binary classification for categorical outcomes (e.g., BBB penetration, CYP inhibition). For this dataset (solubility_aqsoldb), we predict Y. The compound is O=[N+]([O-])c1cccc(Cl)c1. The Y is -2.76 log mol/L.